From a dataset of Reaction yield outcomes from USPTO patents with 853,638 reactions. Predict the reaction yield, written as a fraction of the theoretical maximum amount of product (1.0 means a 100% yield; for example, 0.34 means a 34% yield). The reactants are C(NCC)C.CC(O)(C)C.Br[CH2:12][C:13]([C:15]1[CH:20]=[CH:19][C:18]([Br:21])=[CH:17][CH:16]=1)=[O:14].[N+:22]([C:25]1[CH:30]=[CH:29][C:28]([C:31](=[O:33])[CH3:32])=[CH:27][CH:26]=1)([O-:24])=[O:23].S(=O)(=O)(O)O. The catalyst is [Cl-].[Zn+2].[Cl-].C1C=CC=CC=1. The product is [Br:21][C:18]1[CH:19]=[CH:20][C:15]([C:13](=[O:14])[CH2:12][CH2:32][C:31]([C:28]2[CH:27]=[CH:26][C:25]([N+:22]([O-:24])=[O:23])=[CH:30][CH:29]=2)=[O:33])=[CH:16][CH:17]=1. The yield is 0.580.